The task is: Predict the product of the given reaction.. This data is from Forward reaction prediction with 1.9M reactions from USPTO patents (1976-2016). Given the reactants [Cl:1][C:2]1[CH:7]=[CH:6][C:5]([C:8]2([OH:34])[CH2:13][CH2:12][N:11]([CH2:14][CH2:15][CH2:16][C:17]3(C#N)[C:23]4[CH:24]=[CH:25][CH:26]=[CH:27][C:22]=4[CH2:21][S:20][C:19]4[CH:28]=[CH:29][CH:30]=[CH:31][C:18]3=4)[CH2:10][CH2:9]2)=[CH:4][CH:3]=1.O.[OH-].[Na+], predict the reaction product. The product is: [Cl:1][C:2]1[CH:3]=[CH:4][C:5]([C:8]2([OH:34])[CH2:9][CH2:10][N:11]([CH2:14][CH2:15][CH2:16][CH:17]3[C:23]4[CH:24]=[CH:25][CH:26]=[CH:27][C:22]=4[CH2:21][S:20][C:19]4[CH:28]=[CH:29][CH:30]=[CH:31][C:18]3=4)[CH2:12][CH2:13]2)=[CH:6][CH:7]=1.